This data is from Forward reaction prediction with 1.9M reactions from USPTO patents (1976-2016). The task is: Predict the product of the given reaction. (1) The product is: [C:36]([C:40]1[CH:41]=[C:42]([NH:43][C:27]([NH:4][C:3]2[CH:5]=[CH:6][C:7]([O:9][C:10]3[C:11]4[N:18]([CH3:19])[CH:17]=[CH:16][C:12]=4[N:13]=[CH:14][N:15]=3)=[CH:8][C:2]=2[Cl:1])=[O:28])[CH:44]=[CH:45][CH:46]=1)([CH3:39])([CH3:37])[CH3:38]. Given the reactants [Cl:1][C:2]1[CH:8]=[C:7]([O:9][C:10]2[C:11]3[N:18]([CH3:19])[CH:17]=[CH:16][C:12]=3[N:13]=[CH:14][N:15]=2)[CH:6]=[CH:5][C:3]=1[NH2:4].N1C=CC=CC=1.Cl[C:27](OC1C=CC=CC=1)=[O:28].[C:36]([C:40]1[CH:41]=[C:42]([CH:44]=[CH:45][CH:46]=1)[NH2:43])([CH3:39])([CH3:38])[CH3:37], predict the reaction product. (2) Given the reactants Br[C:2]1[CH:7]=[CH:6][C:5]([CH2:8][CH2:9][CH2:10][O:11][Si:12]([C:15]([CH3:18])([CH3:17])[CH3:16])([CH3:14])[CH3:13])=[CH:4][CH:3]=1.[Li]CCCC.[CH2:24]([O:26][C:27]([C:29]1[CH2:30][N:31]([CH2:45][C:46]2[CH:51]=[CH:50][CH:49]=[CH:48][CH:47]=2)[CH2:32][C:33]([F:44])([F:43])[C:34]=1OS(C(F)(F)F)(=O)=O)=[O:28])[CH3:25], predict the reaction product. The product is: [CH2:24]([O:26][C:27]([C:29]1[CH2:30][N:31]([CH2:45][C:46]2[CH:47]=[CH:48][CH:49]=[CH:50][CH:51]=2)[CH2:32][C:33]([F:43])([F:44])[C:34]=1[C:2]1[CH:7]=[CH:6][C:5]([CH2:8][CH2:9][CH2:10][O:11][Si:12]([C:15]([CH3:18])([CH3:17])[CH3:16])([CH3:14])[CH3:13])=[CH:4][CH:3]=1)=[O:28])[CH3:25].